Dataset: TCR-epitope binding with 47,182 pairs between 192 epitopes and 23,139 TCRs. Task: Binary Classification. Given a T-cell receptor sequence (or CDR3 region) and an epitope sequence, predict whether binding occurs between them. (1) The epitope is YLQPRTFLL. Result: 0 (the TCR does not bind to the epitope). The TCR CDR3 sequence is CASSFSYEQYF. (2) Result: 1 (the TCR binds to the epitope). The epitope is GMFNMLSTVLGVS. The TCR CDR3 sequence is CASSATGLRGNQPQHF. (3) Result: 1 (the TCR binds to the epitope). The TCR CDR3 sequence is CASSPDPNTQYF. The epitope is VLWAHGFEL.